The task is: Predict the reactants needed to synthesize the given product.. This data is from Full USPTO retrosynthesis dataset with 1.9M reactions from patents (1976-2016). (1) Given the product [Si:1]([O:8][CH2:9][CH2:10][CH:11]1[NH:16][CH2:15][CH2:14][N:13]([CH:29]([CH2:34][C:35]2[CH:44]=[CH:43][C:42]3[C:37](=[CH:38][CH:39]=[CH:40][CH:41]=3)[CH:36]=2)[C:30]([NH:32][CH3:33])=[O:31])[C:12]1=[O:45])([C:4]([CH3:7])([CH3:5])[CH3:6])([CH3:2])[CH3:3], predict the reactants needed to synthesize it. The reactants are: [Si:1]([O:8][CH2:9][CH2:10][CH:11]1[N:16](S(C2C=CC=CC=2[N+]([O-])=O)(=O)=O)[CH2:15][CH2:14][N:13]([CH:29]([CH2:34][C:35]2[CH:44]=[CH:43][C:42]3[C:37](=[CH:38][CH:39]=[CH:40][CH:41]=3)[CH:36]=2)[C:30]([NH:32][CH3:33])=[O:31])[C:12]1=[O:45])([C:4]([CH3:7])([CH3:6])[CH3:5])([CH3:3])[CH3:2].FC(F)(F)C(O)=O. (2) Given the product [NH2:15][C:3]1[CH:4]=[CH:5][C:6]([N:8]2[CH2:13][CH2:12][NH:11][C:10](=[O:14])[CH2:9]2)=[N:7][C:2]=1[NH2:1], predict the reactants needed to synthesize it. The reactants are: [NH2:1][C:2]1[N:7]=[C:6]([N:8]2[CH2:13][CH2:12][NH:11][C:10](=[O:14])[CH2:9]2)[CH:5]=[CH:4][C:3]=1[N+:15]([O-])=O.O. (3) Given the product [OH:11][C@H:10]([C:12]1[C:13]([CH3:22])=[C:14]2[C:18](=[CH:19][CH:20]=1)[C:17](=[O:21])[O:16][CH2:15]2)[CH2:9][N:6]1[CH2:7][CH2:8][CH:3]([NH:2][C:32](=[O:33])[C:31]2[CH:30]=[CH:29][C:28]([C:25]3[CH:26]=[CH:27][O:23][N:24]=3)=[CH:36][CH:35]=2)[CH2:4][CH2:5]1, predict the reactants needed to synthesize it. The reactants are: Cl.[NH2:2][CH:3]1[CH2:8][CH2:7][N:6]([CH2:9][C@@H:10]([C:12]2[C:13]([CH3:22])=[C:14]3[C:18](=[CH:19][CH:20]=2)[C:17](=[O:21])[O:16][CH2:15]3)[OH:11])[CH2:5][CH2:4]1.[O:23]1[CH:27]=[CH:26][C:25]([C:28]2[CH:36]=[CH:35][C:31]([C:32](O)=[O:33])=[CH:30][CH:29]=2)=[N:24]1. (4) Given the product [Cl:3][C:4]1[CH:9]=[CH:8][N:7]=[C:6]([N:10]([C:11]2[CH:16]=[C:15]([N:17]3[CH2:22][CH2:21][O:20][CH2:19][CH2:18]3)[CH:14]=[C:13]([N:23]3[CH2:28][CH2:27][O:26][CH2:25][CH2:24]3)[CH:12]=2)[CH2:35][C:34]2[CH:37]=[CH:38][C:31]([O:30][CH3:29])=[CH:32][CH:33]=2)[N:5]=1, predict the reactants needed to synthesize it. The reactants are: [H-].[Na+].[Cl:3][C:4]1[CH:9]=[CH:8][N:7]=[C:6]([NH:10][C:11]2[CH:16]=[C:15]([N:17]3[CH2:22][CH2:21][O:20][CH2:19][CH2:18]3)[CH:14]=[C:13]([N:23]3[CH2:28][CH2:27][O:26][CH2:25][CH2:24]3)[CH:12]=2)[N:5]=1.[CH3:29][O:30][C:31]1[CH:38]=[CH:37][C:34]([CH2:35]Br)=[CH:33][CH:32]=1.CN(C=O)C.